Dataset: NCI-60 drug combinations with 297,098 pairs across 59 cell lines. Task: Regression. Given two drug SMILES strings and cell line genomic features, predict the synergy score measuring deviation from expected non-interaction effect. (1) Drug 1: CC(C1=C(C=CC(=C1Cl)F)Cl)OC2=C(N=CC(=C2)C3=CN(N=C3)C4CCNCC4)N. Drug 2: C1=NC2=C(N=C(N=C2N1C3C(C(C(O3)CO)O)F)Cl)N. Cell line: RPMI-8226. Synergy scores: CSS=-12.6, Synergy_ZIP=2.18, Synergy_Bliss=-4.46, Synergy_Loewe=-11.6, Synergy_HSA=-11.1. (2) Drug 1: CC1=C(C=C(C=C1)NC(=O)C2=CC=C(C=C2)CN3CCN(CC3)C)NC4=NC=CC(=N4)C5=CN=CC=C5. Drug 2: C1CN(CCN1C(=O)CCBr)C(=O)CCBr. Cell line: HT29. Synergy scores: CSS=15.8, Synergy_ZIP=-0.753, Synergy_Bliss=8.63, Synergy_Loewe=6.66, Synergy_HSA=7.82. (3) Drug 1: C1=CC(=CC=C1CC(C(=O)O)N)N(CCCl)CCCl.Cl. Drug 2: C(CCl)NC(=O)N(CCCl)N=O. Cell line: OVCAR-5. Synergy scores: CSS=0.887, Synergy_ZIP=0.599, Synergy_Bliss=4.57, Synergy_Loewe=-0.264, Synergy_HSA=0.134. (4) Drug 1: CCCCC(=O)OCC(=O)C1(CC(C2=C(C1)C(=C3C(=C2O)C(=O)C4=C(C3=O)C=CC=C4OC)O)OC5CC(C(C(O5)C)O)NC(=O)C(F)(F)F)O. Drug 2: CC(C)NC(=O)C1=CC=C(C=C1)CNNC.Cl. Cell line: K-562. Synergy scores: CSS=67.2, Synergy_ZIP=5.54, Synergy_Bliss=2.44, Synergy_Loewe=-18.5, Synergy_HSA=0.635. (5) Drug 1: CCC1=CC2CC(C3=C(CN(C2)C1)C4=CC=CC=C4N3)(C5=C(C=C6C(=C5)C78CCN9C7C(C=CC9)(C(C(C8N6C)(C(=O)OC)O)OC(=O)C)CC)OC)C(=O)OC.C(C(C(=O)O)O)(C(=O)O)O. Drug 2: COC1=C2C(=CC3=C1OC=C3)C=CC(=O)O2. Cell line: HCC-2998. Synergy scores: CSS=59.2, Synergy_ZIP=2.58, Synergy_Bliss=4.38, Synergy_Loewe=-35.2, Synergy_HSA=2.34. (6) Drug 1: CC1=C2C(C(=O)C3(C(CC4C(C3C(C(C2(C)C)(CC1OC(=O)C(C(C5=CC=CC=C5)NC(=O)C6=CC=CC=C6)O)O)OC(=O)C7=CC=CC=C7)(CO4)OC(=O)C)O)C)OC(=O)C. Drug 2: CN1C(=O)N2C=NC(=C2N=N1)C(=O)N. Cell line: NCI-H460. Synergy scores: CSS=69.5, Synergy_ZIP=1.25, Synergy_Bliss=-0.633, Synergy_Loewe=-1.11, Synergy_HSA=2.69. (7) Drug 2: CC1=C2C(C(=O)C3(C(CC4C(C3C(C(C2(C)C)(CC1OC(=O)C(C(C5=CC=CC=C5)NC(=O)C6=CC=CC=C6)O)O)OC(=O)C7=CC=CC=C7)(CO4)OC(=O)C)O)C)OC(=O)C. Cell line: HCC-2998. Synergy scores: CSS=21.8, Synergy_ZIP=18.7, Synergy_Bliss=23.1, Synergy_Loewe=18.5, Synergy_HSA=26.6. Drug 1: CCC(=C(C1=CC=CC=C1)C2=CC=C(C=C2)OCCN(C)C)C3=CC=CC=C3.C(C(=O)O)C(CC(=O)O)(C(=O)O)O. (8) Drug 1: C1CN1P(=S)(N2CC2)N3CC3. Drug 2: CCC(=C(C1=CC=CC=C1)C2=CC=C(C=C2)OCCN(C)C)C3=CC=CC=C3.C(C(=O)O)C(CC(=O)O)(C(=O)O)O. Cell line: MDA-MB-231. Synergy scores: CSS=19.1, Synergy_ZIP=3.13, Synergy_Bliss=4.20, Synergy_Loewe=-8.91, Synergy_HSA=0.455.